The task is: Binary Classification. Given a T-cell receptor sequence (or CDR3 region) and an epitope sequence, predict whether binding occurs between them.. This data is from TCR-epitope binding with 47,182 pairs between 192 epitopes and 23,139 TCRs. (1) The epitope is KLSYGIATV. The TCR CDR3 sequence is CASSPGLEDTQYF. Result: 1 (the TCR binds to the epitope). (2) The epitope is AYILFTRFFYV. The TCR CDR3 sequence is CASSFDEQFF. Result: 0 (the TCR does not bind to the epitope). (3) The epitope is AVFDRKSDAK. The TCR CDR3 sequence is CSAGGGATYNEQFF. Result: 1 (the TCR binds to the epitope). (4) The epitope is FADDLNQLTGY. The TCR CDR3 sequence is CSVGTGEDGEQYF. Result: 0 (the TCR does not bind to the epitope).